This data is from CYP2C19 inhibition data for predicting drug metabolism from PubChem BioAssay. The task is: Regression/Classification. Given a drug SMILES string, predict its absorption, distribution, metabolism, or excretion properties. Task type varies by dataset: regression for continuous measurements (e.g., permeability, clearance, half-life) or binary classification for categorical outcomes (e.g., BBB penetration, CYP inhibition). Dataset: cyp2c19_veith. (1) The drug is CC(=O)NCCNc1ncnc2ccc(-c3ccccc3C(F)(F)F)cc12. The result is 1 (inhibitor). (2) The result is 1 (inhibitor). The drug is Cc1cccc(C(=O)N2CCN(c3ccc([N+](=O)[O-])c(NCc4ccco4)c3)CC2)c1. (3) The result is 0 (non-inhibitor). The compound is CCOc1nc(NCCN2CCOCC2)nc(Nc2ccc(C)cc2)n1. (4) The result is 1 (inhibitor). The compound is COc1ccc2[nH]cc(CCNc3ncnc4ccc(-c5ccccc5C#N)cc34)c2c1.